This data is from Catalyst prediction with 721,799 reactions and 888 catalyst types from USPTO. The task is: Predict which catalyst facilitates the given reaction. Reactant: C(=O)([O-])[O-].[Cs+].[Cs+].CN(C)C=O.[F:12][C:13]1[CH:18]=[CH:17][C:16]([N:19]2[C@H:22]([C:23]3[CH:28]=[CH:27][C:26]([OH:29])=[CH:25][CH:24]=3)[C@@H:21]([CH2:30][CH2:31][C@@H:32]([C:34]3[CH:39]=[CH:38][C:37]([F:40])=[CH:36][CH:35]=3)[OH:33])[C:20]2=[O:41])=[CH:15][CH:14]=1.Br[CH2:43][C:44]([O:46][C:47]([CH3:50])([CH3:49])[CH3:48])=[O:45]. Product: [F:12][C:13]1[CH:14]=[CH:15][C:16]([N:19]2[C:20](=[O:41])[C@H:21]([CH2:30][CH2:31][C@@H:32]([C:34]3[CH:35]=[CH:36][C:37]([F:40])=[CH:38][CH:39]=3)[OH:33])[C@H:22]2[C:23]2[CH:24]=[CH:25][C:26]([O:29][CH2:43][C:44]([O:46][C:47]([CH3:50])([CH3:49])[CH3:48])=[O:45])=[CH:27][CH:28]=2)=[CH:17][CH:18]=1. The catalyst class is: 175.